From a dataset of Forward reaction prediction with 1.9M reactions from USPTO patents (1976-2016). Predict the product of the given reaction. (1) Given the reactants [Cl:1][C:2]1[CH:28]=[CH:27][C:5]([CH2:6][N:7]2[C:15]3[C:10](=[CH:11][CH:12]=[CH:13][CH:14]=3)[CH:9]=[C:8]2[C:16]([N:18]2[CH2:23][CH2:22][CH:21]([C:24](O)=[O:25])[CH2:20][CH2:19]2)=[O:17])=[CH:4][CH:3]=1.Cl.C(N=C=NCCCN(C)C)C.N1(O)C2C=CC=CC=2N=N1.[Cl:51][C:52]1[CH:57]=[CH:56][C:55]([CH2:58][CH2:59][NH2:60])=[CH:54][CH:53]=1.C(N(C(C)C)C(C)C)C, predict the reaction product. The product is: [Cl:1][C:2]1[CH:28]=[CH:27][C:5]([CH2:6][N:7]2[C:15]3[C:10](=[CH:11][CH:12]=[CH:13][CH:14]=3)[CH:9]=[C:8]2[C:16]([N:18]2[CH2:23][CH2:22][CH:21]([C:24]([NH:60][CH2:59][CH2:58][C:55]3[CH:56]=[CH:57][C:52]([Cl:51])=[CH:53][CH:54]=3)=[O:25])[CH2:20][CH2:19]2)=[O:17])=[CH:4][CH:3]=1. (2) Given the reactants C([O-])([O-])=O.[K+].[K+].[NH2:7][C:8]1[CH:9]=[C:10]([CH:25]=[CH:26][CH:27]=1)[CH2:11][C:12]1[C:17](=[O:18])[CH:16]=[CH:15][N:14]([C:19]2[CH:20]=[N:21][N:22]([CH3:24])[CH:23]=2)[N:13]=1.Cl[C:29]([O:31][CH2:32][CH2:33]Cl)=[O:30], predict the reaction product. The product is: [CH3:24][N:22]1[CH:23]=[C:19]([N:14]2[CH:15]=[CH:16][C:17](=[O:18])[C:12]([CH2:11][C:10]3[CH:25]=[CH:26][CH:27]=[C:8]([N:7]4[CH2:33][CH2:32][O:31][C:29]4=[O:30])[CH:9]=3)=[N:13]2)[CH:20]=[N:21]1. (3) Given the reactants C(N(C(C)C)CC)(C)C.C1C=CC2N(O)N=NC=2C=1.FC(F)(F)C(O)=O.[Cl:27][CH2:28][CH2:29][CH2:30][C:31](=[CH:35][C:36]1[CH:41]=[CH:40][C:39]([N:42]2[CH:46]=[C:45]([CH3:47])[N:44]=[CH:43]2)=[C:38]([O:48][CH3:49])[CH:37]=1)[C:32]([OH:34])=O.[C:50]1([CH3:59])[CH:55]=[CH:54][CH:53]=[CH:52][C:51]=1[CH:56]([NH2:58])[CH3:57], predict the reaction product. The product is: [C:50]1([CH3:59])[CH:55]=[CH:54][CH:53]=[CH:52][C:51]=1[CH:56]([NH:58][C:32](=[O:34])[C:31](=[CH:35][C:36]1[CH:41]=[CH:40][C:39]([N:42]2[CH:46]=[C:45]([CH3:47])[N:44]=[CH:43]2)=[C:38]([O:48][CH3:49])[CH:37]=1)[CH2:30][CH2:29][CH2:28][Cl:27])[CH3:57]. (4) Given the reactants [Al+3].[Cl-].[Cl-].[Cl-].[O:5]1[C:9](=[O:10])[CH:8]=[CH:7][C:6]1=[O:11].[Cl:12][C:13]1[CH:18]=[CH:17][CH:16]=[CH:15][C:14]=1[Cl:19].Cl, predict the reaction product. The product is: [Cl:12][C:13]1[CH:18]=[C:17]([C:9](=[O:10])/[CH:8]=[CH:7]/[C:6]([OH:5])=[O:11])[CH:16]=[CH:15][C:14]=1[Cl:19].